Dataset: Reaction yield outcomes from USPTO patents with 853,638 reactions. Task: Predict the reaction yield, written as a fraction of the theoretical maximum amount of product (1.0 means a 100% yield; for example, 0.34 means a 34% yield). (1) The reactants are [C:1]([O:5][C:6](=[O:16])[NH:7][C@H:8]1[CH2:13][CH2:12][C@H:11]([CH2:14][OH:15])[CH2:10][CH2:9]1)([CH3:4])([CH3:3])[CH3:2].[CH3:17][O:18][C:19]1[CH:20]=[C:21]2[C:26](=[CH:27][CH:28]=1)[N:25]=[CH:24][C:23]([C:29](O)=[O:30])=[CH:22]2.ON1C2C=CC=CC=2N=N1.Cl.CN(C)CCCN=C=NCC.C(N(CC)CC)C. The catalyst is ClCCl.C(OCC)(=O)C. The product is [C:1]([O:5][C:6]([NH:7][C@H:8]1[CH2:9][CH2:10][C@H:11]([CH2:14][O:15][C:29]([C:23]2[CH:24]=[N:25][C:26]3[C:21]([CH:22]=2)=[CH:20][C:19]([O:18][CH3:17])=[CH:28][CH:27]=3)=[O:30])[CH2:12][CH2:13]1)=[O:16])([CH3:4])([CH3:2])[CH3:3]. The yield is 0.770. (2) The reactants are [Cl:1][C:2]1[CH:10]=[C:6]([C:7]([OH:9])=O)[C:5]([OH:11])=[CH:4][CH:3]=1.[NH2:12][C:13]1[CH:18]=[CH:17][C:16]([N:19]2[C:23]([C:24]3[CH:29]=[CH:28][CH:27]=[CH:26][CH:25]=3)=[CH:22][C:21]([C:30]([F:33])([F:32])[F:31])=[N:20]2)=[CH:15][CH:14]=1. No catalyst specified. The product is [Cl:1][C:2]1[CH:3]=[CH:4][C:5]([OH:11])=[C:6]([CH:10]=1)[C:7]([NH:12][C:13]1[CH:18]=[CH:17][C:16]([N:19]2[C:23]([C:24]3[CH:29]=[CH:28][CH:27]=[CH:26][CH:25]=3)=[CH:22][C:21]([C:30]([F:33])([F:32])[F:31])=[N:20]2)=[CH:15][CH:14]=1)=[O:9]. The yield is 0.732.